The task is: Predict which catalyst facilitates the given reaction.. This data is from Catalyst prediction with 721,799 reactions and 888 catalyst types from USPTO. (1) Reactant: [NH:1]([CH2:3][CH2:4][CH:5]1[CH2:10][CH2:9][N:8]([C:11]([O:13][C:14]([CH3:17])([CH3:16])[CH3:15])=[O:12])[CH2:7][CH2:6]1)[NH2:2].[Cl:18][C:19]1[N:24]=[C:23](Cl)[C:22]([C:26]([NH:28][C:29]2[C:34]([Cl:35])=[CH:33][CH:32]=[CH:31][C:30]=2[Cl:36])=[O:27])=[CH:21][N:20]=1.C(N(CC)CC)C. Product: [Cl:18][C:19]1[N:20]=[C:21]([NH:2][NH:1][CH2:3][CH2:4][CH:5]2[CH2:6][CH2:7][N:8]([C:11]([O:13][C:14]([CH3:17])([CH3:16])[CH3:15])=[O:12])[CH2:9][CH2:10]2)[C:22]([C:26](=[O:27])[NH:28][C:29]2[C:30]([Cl:36])=[CH:31][CH:32]=[CH:33][C:34]=2[Cl:35])=[CH:23][N:24]=1. The catalyst class is: 1. (2) Reactant: [NH2:1][C@H:2]([C:4]([OH:6])=[O:5])[CH3:3].O[CH2:8][P:9]([CH2:12]O)[CH2:10]O.[C:14]1(F)C(=O)NC(=O)[NH:16][C:15]=1[C:22]([OH:24])=[O:23]. Product: [C:4]([CH:2]([NH:1][CH2:12][P:9]([CH2:8][NH:16][CH:15]([CH3:14])[C:22]([OH:24])=[O:23])[CH2:10][NH:1][CH:2]([C:4]([OH:6])=[O:5])[CH3:3])[CH3:3])([OH:6])=[O:5]. The catalyst class is: 6. (3) Reactant: [BrH:1].[N:2]1[CH:7]=[CH:6][CH:5]=[C:4]([C:8]2[S:12][C:11](N)=[N:10][N:9]=2)[CH:3]=1.BrBr.N([O-])=O.[Na+].[OH-].[Na+]. Product: [BrH:1].[Br:1][C:11]1[S:12][C:8]([C:4]2[CH:3]=[NH+:2][CH:7]=[CH:6][CH:5]=2)=[N:9][N:10]=1. The catalyst class is: 6. (4) Reactant: [H-].[Na+].[OH:3][C@:4]1([C:22]2[CH:31]=[CH:30][C:29]3[C:24](=[CH:25][C:26]([CH:34]=[CH2:35])=[C:27]([O:32][CH3:33])[CH:28]=3)[CH:23]=2)[CH2:8][N:7]([C:9]([O:11][CH2:12][CH2:13][Si:14]([CH3:17])([CH3:16])[CH3:15])=[O:10])[C@H:6]([C:18]([O:20][CH3:21])=[O:19])[CH2:5]1.[CH2:36](Cl)[O:37][CH3:38]. Product: [CH3:33][O:32][C:27]1[CH:28]=[C:29]2[C:24](=[CH:25][C:26]=1[CH:34]=[CH2:35])[CH:23]=[C:22]([C@@:4]1([O:3][CH2:36][O:37][CH3:38])[CH2:8][N:7]([C:9]([O:11][CH2:12][CH2:13][Si:14]([CH3:17])([CH3:16])[CH3:15])=[O:10])[C@H:6]([C:18]([O:20][CH3:21])=[O:19])[CH2:5]1)[CH:31]=[CH:30]2. The catalyst class is: 3. (5) Reactant: [F:1][C:2]1[CH:9]=[C:8]([OH:10])[CH:7]=[CH:6][C:3]=1[C:4]#[N:5].[C:11]([C:13]1[CH:18]=[CH:17][C:16]([NH:19][C:20]([C@@:22]2([CH3:25])[CH2:24][O:23]2)=[O:21])=[CH:15][C:14]=1[CH3:26])#[N:12].C([O-])([O-])=O.[K+].[K+]. Product: [C:4]([C:3]1[CH:6]=[CH:7][C:8]([O:10][CH2:25][C@@:22]([OH:23])([CH3:24])[C:20]([NH:19][C:16]2[CH:17]=[CH:18][C:13]([C:11]#[N:12])=[C:14]([CH3:26])[CH:15]=2)=[O:21])=[CH:9][C:2]=1[F:1])#[N:5]. The catalyst class is: 25. (6) Product: [CH:34]1([C:33]2[C:14]([N:13]([CH2:12][CH2:11][CH2:10][CH2:9][OH:8])[S:37]([CH3:40])(=[O:38])=[O:39])=[CH:15][C:16]3[O:20][C:19]([C:21]4[CH:22]=[CH:23][C:24]([F:27])=[CH:25][CH:26]=4)=[C:18]([C:28](=[NH:31])[NH:29][OH:30])[C:17]=3[CH:32]=2)[CH2:35][CH2:36]1. Reactant: [Si]([O:8][CH2:9][CH2:10][CH2:11][CH2:12][N:13]([S:37]([CH3:40])(=[O:39])=[O:38])[C:14]1[C:33]([CH:34]2[CH2:36][CH2:35]2)=[CH:32][C:17]2[C:18]([C:28](=[NH:31])[NH:29][OH:30])=[C:19]([C:21]3[CH:26]=[CH:25][C:24]([F:27])=[CH:23][CH:22]=3)[O:20][C:16]=2[CH:15]=1)(C(C)(C)C)(C)C.[F-].C([N+](CCCC)(CCCC)CCCC)CCC. The catalyst class is: 7. (7) The catalyst class is: 3. Product: [C:5]([NH:11][C:12]1[N:13]=[C:14]2[CH:19]=[CH:18][C:17]([C:20]3[C:21]([C:39]4[CH:40]=[CH:41][C:42]([F:45])=[CH:43][CH:44]=4)=[N:22][N:23]([CH3:38])[C:24]=3[N:25]3[CH2:26][CH2:27][N:28]([C:31]([O:33][C:34]([CH3:36])([CH3:37])[CH3:35])=[O:32])[CH2:29][CH2:30]3)=[N:16][N:15]2[CH:46]=1)(=[O:6])[CH3:4]. Reactant: FC1C=[C:4](C=CN=1)[C:5](O)=[O:6].[NH2:11][C:12]1[N:13]=[C:14]2[CH:19]=[CH:18][C:17]([C:20]3[C:21]([C:39]4[CH:44]=[CH:43][C:42]([F:45])=[CH:41][CH:40]=4)=[N:22][N:23]([CH3:38])[C:24]=3[N:25]3[CH2:30][CH2:29][N:28]([C:31]([O:33][C:34]([CH3:37])([CH3:36])[CH3:35])=[O:32])[CH2:27][CH2:26]3)=[N:16][N:15]2[CH:46]=1.CCN(C(C)C)C(C)C.CN(C(ON1N=NC2C=CC=NC1=2)=[N+](C)C)C.F[P-](F)(F)(F)(F)F.